From a dataset of CYP2D6 inhibition data for predicting drug metabolism from PubChem BioAssay. Regression/Classification. Given a drug SMILES string, predict its absorption, distribution, metabolism, or excretion properties. Task type varies by dataset: regression for continuous measurements (e.g., permeability, clearance, half-life) or binary classification for categorical outcomes (e.g., BBB penetration, CYP inhibition). Dataset: cyp2d6_veith. (1) The result is 1 (inhibitor). The drug is CCOC(=O)c1c(C)[nH]c(C(=O)C(C)Sc2ccc(Cl)cc2)c1C. (2) The drug is COc1ccc(COc2ccsc2C(=O)Nc2ccc(Cl)c(Cl)c2)cc1. The result is 0 (non-inhibitor). (3) The drug is c1ccc(-c2ccc(-c3ccc(C4=NCCN4)cc3)o2)cc1. The result is 0 (non-inhibitor). (4) The result is 0 (non-inhibitor). The drug is C/C(CCN1CCCCc2nc(C)c(C)cc21)=N\OC[C@@H](O)[C@@H]1O[C@@H]2OC(C)(C)O[C@@H]2[C@H]1O. (5) The drug is CCOC(=O)CNC(=O)CSc1nnc(-c2ccncc2)n1-c1ccc(Cl)cc1. The result is 0 (non-inhibitor). (6) The molecule is Nc1nc(SCc2ccccc2Cl)cc(C(=O)O)n1. The result is 0 (non-inhibitor). (7) The compound is O=C(Cc1ccc(Br)cc1)OCC(=O)c1ccc2c(c1)OCCO2. The result is 0 (non-inhibitor).